The task is: Predict the reactants needed to synthesize the given product.. This data is from Full USPTO retrosynthesis dataset with 1.9M reactions from patents (1976-2016). The reactants are: Br[C:2]1[N:7]=[C:6]2[N:8]([CH2:11][C:12]3[CH:28]=[CH:27][C:15]4[N:16]=[C:17]([NH:19][C@@H:20]5[CH2:25][CH2:24][CH2:23][CH2:22][C@H:21]5[OH:26])[S:18][C:14]=4[CH:13]=3)[CH:9]=[N:10][C:5]2=[CH:4][CH:3]=1.[CH3:29][S:30]([O-:32])=[O:31].[Na+].CN(C)CCN. Given the product [CH3:29][S:30]([C:2]1[N:7]=[C:6]2[N:8]([CH2:11][C:12]3[CH:28]=[CH:27][C:15]4[N:16]=[C:17]([NH:19][C@@H:20]5[CH2:25][CH2:24][CH2:23][CH2:22][C@H:21]5[OH:26])[S:18][C:14]=4[CH:13]=3)[CH:9]=[N:10][C:5]2=[CH:4][CH:3]=1)(=[O:32])=[O:31], predict the reactants needed to synthesize it.